From a dataset of Peptide-MHC class II binding affinity with 134,281 pairs from IEDB. Regression. Given a peptide amino acid sequence and an MHC pseudo amino acid sequence, predict their binding affinity value. This is MHC class II binding data. (1) The peptide sequence is ARILRQLATPISVII. The MHC is DRB1_0101 with pseudo-sequence DRB1_0101. The binding affinity (normalized) is 0.610. (2) The peptide sequence is EEDIEIIPIQKEEY. The MHC is HLA-DPA10201-DPB10501 with pseudo-sequence HLA-DPA10201-DPB10501. The binding affinity (normalized) is 0.191. (3) The peptide sequence is TAAVLLLITHYAIIG. The MHC is DRB1_1501 with pseudo-sequence DRB1_1501. The binding affinity (normalized) is 0.657. (4) The peptide sequence is KDYIALNEDLRSWTA. The MHC is DRB3_0202 with pseudo-sequence DRB3_0202. The binding affinity (normalized) is 0.641.